From a dataset of Reaction yield outcomes from USPTO patents with 853,638 reactions. Predict the reaction yield, written as a fraction of the theoretical maximum amount of product (1.0 means a 100% yield; for example, 0.34 means a 34% yield). (1) The reactants are [F:1][CH2:2][CH2:3][NH:4][C@:5]12[CH2:40][CH2:39][C@@H:38]([C:41]([CH3:43])=[CH2:42])[C@@H:6]1[C@@H:7]1[C@@:20]([CH3:23])([CH2:21][CH2:22]2)[C@@:19]2([CH3:24])[C@@H:10]([C@:11]3([CH3:37])[C@@H:16]([CH2:17][CH2:18]2)[C:15]([CH3:26])([CH3:25])[C:14]([C:27]2[CH:36]=[CH:35][C:30]([C:31]([O:33]C)=[O:32])=[CH:29][CH:28]=2)=[CH:13][CH2:12]3)[CH2:9][CH2:8]1.[OH-].[Na+]. The catalyst is O1CCOCC1.CO. The product is [F:1][CH2:2][CH2:3][NH:4][C@:5]12[CH2:40][CH2:39][C@@H:38]([C:41]([CH3:43])=[CH2:42])[C@@H:6]1[C@@H:7]1[C@@:20]([CH3:23])([CH2:21][CH2:22]2)[C@@:19]2([CH3:24])[C@@H:10]([C@:11]3([CH3:37])[C@@H:16]([CH2:17][CH2:18]2)[C:15]([CH3:26])([CH3:25])[C:14]([C:27]2[CH:28]=[CH:29][C:30]([C:31]([OH:33])=[O:32])=[CH:35][CH:36]=2)=[CH:13][CH2:12]3)[CH2:9][CH2:8]1. The yield is 0.482. (2) The reactants are [CH3:1][C:2]1[C:3]([S:12]([CH3:15])(=[O:14])=[O:13])=[CH:4][C:5]([N+:9]([O-])=O)=[C:6]([OH:8])[CH:7]=1.CCOC(C)=O. The catalyst is CCO. The product is [NH2:9][C:5]1[CH:4]=[C:3]([S:12]([CH3:15])(=[O:14])=[O:13])[C:2]([CH3:1])=[CH:7][C:6]=1[OH:8]. The yield is 0.410. (3) The reactants are [OH-].[Na+].[CH:3]1([C:9]#[C:10][CH3:11])[CH2:8][CH2:7][CH2:6][CH2:5][CH2:4]1.[SiH:12]([CH2:17][CH3:18])([CH2:15][CH3:16])[CH2:13][CH3:14]. The catalyst is COCCOC. The product is [CH:3]1([CH2:9][C:10]#[C:11][Si:12]([CH2:17][CH3:18])([CH2:15][CH3:16])[CH2:13][CH3:14])[CH2:8][CH2:7][CH2:6][CH2:5][CH2:4]1. The yield is 0.950. (4) The catalyst is O1CCOCC1.ClCCCl. The product is [NH:28]1[CH:32]=[CH:31][C:30]([CH2:33][NH:1][C@@H:2]([CH2:20][C:21]2[CH:22]=[CH:23][C:24]([F:27])=[CH:25][CH:26]=2)[C:3]([NH:5][C:6]2[N:10]([CH3:11])[N:9]=[C:8]([C:12]3[CH:17]=[CH:16][N:15]=[C:14]([NH:18][CH3:19])[CH:13]=3)[CH:7]=2)=[O:4])=[N:29]1. The yield is 0.280. The reactants are [NH2:1][C@@H:2]([CH2:20][C:21]1[CH:26]=[CH:25][C:24]([F:27])=[CH:23][CH:22]=1)[C:3]([NH:5][C:6]1[N:10]([CH3:11])[N:9]=[C:8]([C:12]2[CH:17]=[CH:16][N:15]=[C:14]([NH:18][CH3:19])[CH:13]=2)[CH:7]=1)=[O:4].[NH:28]1[CH:32]=[CH:31][C:30]([CH:33]=O)=[N:29]1.C(O)(=O)C.[BH-](OC(C)=O)(OC(C)=O)OC(C)=O.[Na+]. (5) The yield is 0.710. The catalyst is [C-]#N.[Zn+2].[C-]#N. The product is [CH3:22][O:21][C:18]1[CH:19]=[CH:20][C:15]([C:8]23[NH:14][CH2:13][CH2:12][N:9]2[C:10](=[O:11])[C:5]2[N:6]([C:2]([C:23]#[N:24])=[CH:3][CH:4]=2)[CH2:7]3)=[CH:16][CH:17]=1. The reactants are Br[C:2]1[N:6]2[CH2:7][C:8]3([C:15]4[CH:20]=[CH:19][C:18]([O:21][CH3:22])=[CH:17][CH:16]=4)[NH:14][CH2:13][CH2:12][N:9]3[C:10](=[O:11])[C:5]2=[CH:4][CH:3]=1.[CH3:23][N:24](C=O)C.